Dataset: Full USPTO retrosynthesis dataset with 1.9M reactions from patents (1976-2016). Task: Predict the reactants needed to synthesize the given product. (1) Given the product [Cl:1][C:2]1[CH:7]=[C:6]([Cl:8])[CH:5]=[CH:4][C:3]=1[N:9]1[C:17]2[N:16]=[C:15]([CH2:18][CH3:19])[N:14]([CH:44]([CH2:43][O:42][CH3:41])[CH2:45][CH2:46][CH3:47])[C:13]=2[C:12](=[O:20])[N:11]([CH3:21])[CH2:10]1, predict the reactants needed to synthesize it. The reactants are: [Cl:1][C:2]1[CH:7]=[C:6]([Cl:8])[CH:5]=[CH:4][C:3]=1[N:9]1[C:17]2[N:16]=[C:15]([CH2:18][CH3:19])[NH:14][C:13]=2[C:12](=[O:20])[N:11]([CH3:21])[CH2:10]1.C1C=CC(P(C2C=CC=CC=2)C2C=CC=CC=2)=CC=1.[CH3:41][O:42][CH2:43][CH:44](O)[CH2:45][CH2:46][CH3:47].CCOC(/N=N/C(OCC)=O)=O.C([O-])(O)=O.[Na+]. (2) Given the product [NH2:12][C:3]1[C:4]([N+:9]([O-:11])=[O:10])=[CH:5][C:6]([F:8])=[CH:7][C:2]=1[C:13]#[N:14], predict the reactants needed to synthesize it. The reactants are: Br[C:2]1[CH:7]=[C:6]([F:8])[CH:5]=[C:4]([N+:9]([O-:11])=[O:10])[C:3]=1[NH2:12].[CH3:13][N:14](C=O)C. (3) The reactants are: [O:1]([C:8]1[CH:13]=[CH:12][CH:11]=[CH:10][C:9]=1B(O)O)[C:2]1[CH:7]=[CH:6][CH:5]=[CH:4][CH:3]=1.I[C:18]1[CH:23]=[CH:22][C:21]([OH:24])=[CH:20][CH:19]=1.N#N.C([O-])([O-])=O.[K+].[K+].Cl. Given the product [O:1]([C:8]1[CH:13]=[CH:12][CH:11]=[CH:10][C:9]=1[C:18]1[CH:23]=[CH:22][C:21]([OH:24])=[CH:20][CH:19]=1)[C:2]1[CH:7]=[CH:6][CH:5]=[CH:4][CH:3]=1, predict the reactants needed to synthesize it. (4) Given the product [Br:1][C:2]1[CH:7]=[CH:6][C:5]([C:8]2[S:12][C:11]([C:13]([NH:37][CH2:36][CH2:35][CH2:34][CH2:33][CH3:38])=[O:15])=[N:10][C:9]=2[C:16]2[CH:21]=[CH:20][C:19]([Cl:22])=[CH:18][C:17]=2[Cl:23])=[CH:4][CH:3]=1, predict the reactants needed to synthesize it. The reactants are: [Br:1][C:2]1[CH:7]=[CH:6][C:5]([C:8]2[S:12][C:11]([C:13]([OH:15])=O)=[N:10][C:9]=2[C:16]2[CH:21]=[CH:20][C:19]([Cl:22])=[CH:18][C:17]=2[Cl:23])=[CH:4][CH:3]=1.C(N(C(C)C)CC)(C)C.[CH:33]1[CH:38]=[N:37][C:36]2N(O)N=N[C:35]=2[CH:34]=1.F[P-](F)(F)(F)(F)F.ClC1N(C)CC[NH+]1C.C(N)CCCC.